This data is from Peptide-MHC class I binding affinity with 185,985 pairs from IEDB/IMGT. The task is: Regression. Given a peptide amino acid sequence and an MHC pseudo amino acid sequence, predict their binding affinity value. This is MHC class I binding data. (1) The peptide sequence is YSISNDLLY. The MHC is HLA-A31:01 with pseudo-sequence HLA-A31:01. The binding affinity (normalized) is 0.490. (2) The peptide sequence is FQILHDRFF. The MHC is HLA-B58:01 with pseudo-sequence HLA-B58:01. The binding affinity (normalized) is 0.0847. (3) The peptide sequence is YYPEDPVKL. The MHC is HLA-A11:01 with pseudo-sequence HLA-A11:01. The binding affinity (normalized) is 0.0847. (4) The peptide sequence is QEIQLLAAV. The MHC is HLA-B44:03 with pseudo-sequence HLA-B44:03. The binding affinity (normalized) is 0.641. (5) The peptide sequence is LPPVVAKEI. The MHC is HLA-A11:01 with pseudo-sequence HLA-A11:01. The binding affinity (normalized) is 0. (6) The peptide sequence is LLPENNVLSPV. The MHC is HLA-A02:03 with pseudo-sequence HLA-A02:03. The binding affinity (normalized) is 0.800. (7) The peptide sequence is ASHFISNSW. The MHC is HLA-A26:01 with pseudo-sequence HLA-A26:01. The binding affinity (normalized) is 0.0847. (8) The peptide sequence is TTYKLNVGDY. The MHC is HLA-A26:01 with pseudo-sequence HLA-A26:01. The binding affinity (normalized) is 0.492.